From a dataset of Reaction yield outcomes from USPTO patents with 853,638 reactions. Predict the reaction yield, written as a fraction of the theoretical maximum amount of product (1.0 means a 100% yield; for example, 0.34 means a 34% yield). (1) The reactants are Br[C:2]1[CH:7]=[C:6]([N+:8]([O-:10])=[O:9])[CH:5]=[CH:4][C:3]=1[NH:11][CH3:12].CCN(CC)CC.[CH3:20][C:21]([CH3:25])([CH3:24])[C:22]#[CH:23].N#N. The catalyst is C1(C)C=CC=CC=1.O.Cl[Pd](Cl)([P](C1C=CC=CC=1)(C1C=CC=CC=1)C1C=CC=CC=1)[P](C1C=CC=CC=1)(C1C=CC=CC=1)C1C=CC=CC=1.[Cu]I. The product is [CH3:20][C:21]([CH3:25])([CH3:24])[C:22]#[C:23][C:2]1[CH:7]=[C:6]([N+:8]([O-:10])=[O:9])[CH:5]=[CH:4][C:3]=1[NH:11][CH3:12]. The yield is 0.940. (2) The reactants are [C:1]([O:5][C:6]([N:8]1[CH2:12][C@H:11]([OH:13])[CH2:10][C@H:9]1[C:14]([O:16][CH3:17])=[O:15])=[O:7])([CH3:4])([CH3:3])[CH3:2].N1C=CN=C1.[Si:23](Cl)([C:26]([CH3:29])([CH3:28])[CH3:27])([CH3:25])[CH3:24]. The product is [Si:23]([O:13][C@H:11]1[CH2:12][N:8]([C:6]([O:5][C:1]([CH3:4])([CH3:3])[CH3:2])=[O:7])[C@H:9]([C:14]([O:16][CH3:17])=[O:15])[CH2:10]1)([C:26]([CH3:29])([CH3:28])[CH3:27])([CH3:25])[CH3:24]. The catalyst is CN(C=O)C.C(OCC)(=O)C. The yield is 0.990.